This data is from CYP2C9 inhibition data for predicting drug metabolism from PubChem BioAssay. The task is: Regression/Classification. Given a drug SMILES string, predict its absorption, distribution, metabolism, or excretion properties. Task type varies by dataset: regression for continuous measurements (e.g., permeability, clearance, half-life) or binary classification for categorical outcomes (e.g., BBB penetration, CYP inhibition). Dataset: cyp2c9_veith. (1) The result is 0 (non-inhibitor). The drug is COC(=O)[C@@H]1[C@@H](O)CC[C@H]2CN3CCc4c([nH]c5ccccc45)[C@@H]3C[C@@H]12. (2) The molecule is O=c1c(-c2ccccc2)nc2cnc(N3CCOCC3)nc2n1C[C@H]1CCCO1. The result is 0 (non-inhibitor). (3) The molecule is CCOc1ccc(C2C(C#N)=C(N)Oc3c2c(=O)oc2ccccc32)cc1. The result is 1 (inhibitor). (4) The drug is CO[C@H]1COC(=O)[C@@H](Cc2ccccc2)NC(=O)[C@@H](C)COC(=O)C/C=C\[C@@H]1C. The result is 0 (non-inhibitor).